Predict which catalyst facilitates the given reaction. From a dataset of Catalyst prediction with 721,799 reactions and 888 catalyst types from USPTO. Reactant: [CH2:1]([N:8]1[CH2:12][CH:11]([C:13]2[CH:18]=[CH:17][C:16]([Cl:19])=[C:15]([Cl:20])[CH:14]=2)[CH:10]([C:21](O)=[O:22])[CH2:9]1)[C:2]1[CH:7]=[CH:6][CH:5]=[CH:4][CH:3]=1.C(N(CC)CC)C.C(Cl)(=O)C(C)(C)C.[CH2:38]([C@H:45]1[CH2:49][O:48][C:47](=[O:50])[NH:46]1)[C:39]1[CH:44]=[CH:43][CH:42]=[CH:41][CH:40]=1.[Cl-].[Li+]. Product: [CH2:38]([C@H:45]1[CH2:49][O:48][C:47](=[O:50])[N:46]1[C:21]([C@@H:10]1[C@@H:11]([C:13]2[CH:18]=[CH:17][C:16]([Cl:19])=[C:15]([Cl:20])[CH:14]=2)[CH2:12][N:8]([CH2:1][C:2]2[CH:7]=[CH:6][CH:5]=[CH:4][CH:3]=2)[CH2:9]1)=[O:22])[C:39]1[CH:40]=[CH:41][CH:42]=[CH:43][CH:44]=1. The catalyst class is: 56.